Task: Predict the product of the given reaction.. Dataset: Forward reaction prediction with 1.9M reactions from USPTO patents (1976-2016) (1) Given the reactants [CH3:1][O:2][C:3]1[CH:12]=[C:11]2[C:6]([C:7]([OH:13])=[CH:8][CH:9]=[N:10]2)=[CH:5][CH:4]=1.[N+:14]([O-])([OH:16])=[O:15], predict the reaction product. The product is: [CH3:1][O:2][C:3]1[CH:12]=[C:11]2[C:6]([C:7]([OH:13])=[C:8]([N+:14]([O-:16])=[O:15])[CH:9]=[N:10]2)=[CH:5][CH:4]=1. (2) Given the reactants [NH2:1][C:2]1[N:3]=[CH:4][C:5](C2C=NN(C3CCN(C(OC(C)(C)C)=O)CC3)C=2)=[N:6][C:7]=1[C:8]1[O:9][C:10]2[CH:16]=[C:15]([F:17])[CH:14]=[CH:13][C:11]=2[N:12]=1.NC1C(C(O)=[O:44])=NC=CN=1.NC1C=CC(F)=CC=1O.CN(C(ON1N=NC2C=CC=NC1=2)=[N+](C)C)C.F[P-](F)(F)(F)(F)F, predict the reaction product. The product is: [NH2:1][C:2]1[C:7]([C:8]([NH:12][C:11]2[CH:13]=[CH:14][C:15]([F:17])=[CH:16][C:10]=2[OH:9])=[O:44])=[N:6][CH:5]=[CH:4][N:3]=1. (3) Given the reactants C[N:2]([CH:4]=[C:5]([N:11]1[CH:15]=[CH:14][N:13]=[CH:12]1)[C:6]([O:8]CC)=O)C.[Cl:16][C:17]1[CH:22]=[C:21]([NH:23]N)[N:20]=[CH:19][N:18]=1.FC(F)(F)C(O)=O, predict the reaction product. The product is: [ClH:16].[Cl:16][C:17]1[N:18]=[CH:19][N:20]=[C:21]([N:23]2[C:6](=[O:8])[C:5]([N:11]3[CH:15]=[CH:14][N:13]=[CH:12]3)=[CH:4][NH:2]2)[CH:22]=1. (4) Given the reactants Cl.[NH2:2][CH2:3][CH2:4][C:5]([O:7][CH2:8][CH3:9])=[O:6].[CH:10]1([CH:16]([NH:33][C:34]2[CH:42]=[CH:41][C:37]([C:38](O)=[O:39])=[CH:36][N:35]=2)[C:17]2[CH:18]=[N:19][C:20]([C:23]3[CH:28]=[CH:27][C:26]([C:29]([F:32])([F:31])[F:30])=[CH:25][CH:24]=3)=[N:21][CH:22]=2)[CH2:15][CH2:14][CH2:13][CH2:12][CH2:11]1.O.OC1C2N=NNC=2C=CC=1.C(N(CC)CC)C.Cl.C(N=C=NCCCN(C)C)C.C(=O)=O.CO, predict the reaction product. The product is: [CH:10]1([CH:16]([NH:33][C:34]2[N:35]=[CH:36][C:37]([C:38]([NH:2][CH2:3][CH2:4][C:5]([O:7][CH2:8][CH3:9])=[O:6])=[O:39])=[CH:41][CH:42]=2)[C:17]2[CH:18]=[N:19][C:20]([C:23]3[CH:24]=[CH:25][C:26]([C:29]([F:31])([F:32])[F:30])=[CH:27][CH:28]=3)=[N:21][CH:22]=2)[CH2:15][CH2:14][CH2:13][CH2:12][CH2:11]1. (5) The product is: [C:1]([CH:4]1[CH:14]=[C:13]([OH:15])[CH:12]=[CH:11][CH:5]1/[CH:6]=[CH:7]/[C:8]([OH:10])=[O:9])(=[O:3])[CH3:2]. Given the reactants [C:1]([C:4]1[CH:14]=[C:13]([OH:15])[CH:12]=[CH:11][C:5]=1/[CH:6]=[CH:7]/[C:8]([OH:10])=[O:9])(=[O:3])[CH3:2], predict the reaction product. (6) Given the reactants C(O[C:6]([N:8]1[CH2:12][C:11](=[N:13][O:14][CH3:15])[CH2:10][C@H:9]1[C:16]([OH:18])=O)=[O:7])(C)(C)C.[C:19]1([C:28]2[CH:33]=[CH:32][CH:31]=[CH:30][CH:29]=2)[CH:24]=[CH:23][C:22](C(Cl)=O)=[CH:21][CH:20]=1.[NH2:34][CH2:35][C@H:36]([C:38]1[CH:43]=[CH:42][CH:41]=[CH:40][CH:39]=1)[OH:37], predict the reaction product. The product is: [C:28]1([C:19]2[CH:20]=[CH:21][CH:22]=[CH:23][CH:24]=2)[CH:29]=[CH:30][C:31]([C:6]([N:8]2[CH2:12][C:11](=[N:13][O:14][CH3:15])[CH2:10][C@H:9]2[C:16]([NH:34][CH2:35][C@@H:36]([OH:37])[C:38]2[CH:43]=[CH:42][CH:41]=[CH:40][CH:39]=2)=[O:18])=[O:7])=[CH:32][CH:33]=1. (7) The product is: [N:9]1([CH2:8][C:7]2[CH:6]=[CH:5][C:4]([NH2:1])=[CH:16][CH:15]=2)[CH2:14][CH2:13][CH2:12][CH2:11][CH2:10]1. Given the reactants [N+:1]([C:4]1[CH:16]=[CH:15][C:7]([CH2:8][N:9]2[CH2:14][CH2:13][CH2:12][CH2:11][CH2:10]2)=[CH:6][CH:5]=1)([O-])=O.[H][H], predict the reaction product. (8) Given the reactants [CH3:1][N:2]([CH3:6])[CH2:3][CH2:4][OH:5].[CH2:7]([O:9][C:10]1[CH:15]=[C:14](F)[CH:13]=[CH:12][C:11]=1[N+:17]([O-:19])=[O:18])[CH3:8].[OH-].[K+], predict the reaction product. The product is: [CH2:7]([O:9][C:10]1[CH:15]=[C:14]([CH:13]=[CH:12][C:11]=1[N+:17]([O-:19])=[O:18])[O:5][CH2:4][CH2:3][N:2]([CH3:6])[CH3:1])[CH3:8]. (9) The product is: [I:1][C:2]1[CH:10]=[CH:9][C:5]([C:6]([N:11]2[CH2:16][CH2:15][CH2:14][CH2:13][CH2:12]2)=[O:7])=[CH:4][CH:3]=1. Given the reactants [I:1][C:2]1[CH:10]=[CH:9][C:5]([C:6](Cl)=[O:7])=[CH:4][CH:3]=1.[NH:11]1[CH2:16][CH2:15][CH2:14][CH2:13][CH2:12]1, predict the reaction product.